Dataset: Peptide-MHC class I binding affinity with 185,985 pairs from IEDB/IMGT. Task: Regression. Given a peptide amino acid sequence and an MHC pseudo amino acid sequence, predict their binding affinity value. This is MHC class I binding data. (1) The peptide sequence is FQFTLHWEL. The MHC is HLA-C07:02 with pseudo-sequence HLA-C07:02. The binding affinity (normalized) is 0.295. (2) The peptide sequence is LPTTITVPV. The MHC is HLA-B54:01 with pseudo-sequence HLA-B54:01. The binding affinity (normalized) is 0.797. (3) The peptide sequence is YLLGDSDSV. The MHC is HLA-A68:02 with pseudo-sequence HLA-A68:02. The binding affinity (normalized) is 0.301. (4) The peptide sequence is TEMYIMYAM. The MHC is HLA-A26:01 with pseudo-sequence HLA-A26:01. The binding affinity (normalized) is 0.213. (5) The peptide sequence is RRYTRRISL. The MHC is HLA-C14:02 with pseudo-sequence HLA-C14:02. The binding affinity (normalized) is 0.936. (6) The peptide sequence is AIFQSSATK. The MHC is HLA-A03:01 with pseudo-sequence HLA-A03:01. The binding affinity (normalized) is 0.778. (7) The peptide sequence is LRIVIYIVQML. The MHC is HLA-B27:05 with pseudo-sequence HLA-B27:05. The binding affinity (normalized) is 0.0663. (8) The peptide sequence is SQIETGTPF. The MHC is HLA-B48:01 with pseudo-sequence HLA-B48:01. The binding affinity (normalized) is 0.315. (9) The peptide sequence is NLPFDKTTIMA. The MHC is HLA-A02:02 with pseudo-sequence HLA-A02:02. The binding affinity (normalized) is 0.173. (10) The binding affinity (normalized) is 0.197. The MHC is HLA-A11:01 with pseudo-sequence HLA-A11:01. The peptide sequence is VTSLDVINY.